This data is from Forward reaction prediction with 1.9M reactions from USPTO patents (1976-2016). The task is: Predict the product of the given reaction. (1) Given the reactants [C:1]([C:3]1[N:8]=[CH:7][C:6]([C:9]2[CH:14]=[C:13]([C:15]([F:18])([F:17])[F:16])[CH:12]=[CH:11][C:10]=2[NH:19][C:20]([C:22]2[C:27](=[O:28])[N:26]([CH2:29][C:30]3[CH:35]=[CH:34][CH:33]=[C:32]([F:36])[C:31]=3[F:37])[N:25]3[CH2:38][CH2:39][CH2:40][C@:24]3([CH3:41])[C:23]=2[OH:42])=[O:21])=[CH:5][C:4]=1[N+]([O-])=O)#[N:2].[CH3:46][S-:47].[Na+].P([O-])(O)(O)=O.[K+], predict the reaction product. The product is: [C:1]([C:3]1[N:8]=[CH:7][C:6]([C:9]2[CH:14]=[C:13]([C:15]([F:18])([F:17])[F:16])[CH:12]=[CH:11][C:10]=2[NH:19][C:20]([C:22]2[C:27](=[O:28])[N:26]([CH2:29][C:30]3[CH:35]=[CH:34][CH:33]=[C:32]([F:36])[C:31]=3[F:37])[N:25]3[CH2:38][CH2:39][CH2:40][C@:24]3([CH3:41])[C:23]=2[OH:42])=[O:21])=[CH:5][C:4]=1[S:47][CH3:46])#[N:2]. (2) Given the reactants [Cl:1][C:2]1[CH:3]=[N:4][CH:5]=[C:6]([O:8][CH2:9][C:10]2[CH:15]=[CH:14][CH:13]=[C:12]([Cl:16])[CH:11]=2)[N:7]=1.ClC1C=CC=C(C(OO)=[O:25])C=1, predict the reaction product. The product is: [Cl:1][C:2]1[CH:3]=[N+:4]([O-:25])[CH:5]=[C:6]([O:8][CH2:9][C:10]2[CH:15]=[CH:14][CH:13]=[C:12]([Cl:16])[CH:11]=2)[N:7]=1. (3) Given the reactants [NH2:1][C:2]1[CH:3]=[C:4]2[C:9](=O)[N:8]([C@@H:11]([CH2:17][CH2:18][C:19]([O:21][CH2:22][CH3:23])=[O:20])[C:12]([O:14][CH2:15][CH3:16])=[O:13])[C:6](=[O:7])[C:5]2=[CH:24][CH:25]=1.Cl, predict the reaction product. The product is: [NH2:1][C:2]1[CH:3]=[C:4]2[C:5](=[CH:24][CH:25]=1)[C:6](=[O:7])[N:8]([C@@H:11]([CH2:17][CH2:18][C:19]([O:21][CH2:22][CH3:23])=[O:20])[C:12]([O:14][CH2:15][CH3:16])=[O:13])[CH2:9]2. (4) Given the reactants [Br:1][C:2]1[CH:7]=[CH:6][C:5]([C:8]2[N:13]=[N:12][C:11]([NH2:14])=[N:10][CH:9]=2)=[CH:4][C:3]=1[F:15].Cl[CH:17]([CH2:27][C:28]1[CH:29]=[C:30]2[C:35](=[CH:36][CH:37]=1)[N:34]=[CH:33][CH:32]=[CH:31]2)[CH:18](N1C(=O)CCC1=O)O, predict the reaction product. The product is: [Br:1][C:2]1[CH:7]=[CH:6][C:5]([C:8]2[CH:9]=[N:10][C:11]3[N:12]([C:17]([CH2:27][C:28]4[CH:29]=[C:30]5[C:35](=[CH:36][CH:37]=4)[N:34]=[CH:33][CH:32]=[CH:31]5)=[CH:18][N:14]=3)[N:13]=2)=[CH:4][C:3]=1[F:15]. (5) Given the reactants C1(C)C=CC(S(Cl)(=O)=O)=CC=1.C([O:18][CH2:19][CH2:20][CH2:21][N:22]1[C:34]2[C:33]3[CH:32]=[CH:31][CH:30]=[CH:29][C:28]=3[N+:27]([O-])=[CH:26][C:25]=2[N:24]=[C:23]1[CH2:36][CH2:37][CH2:38][CH3:39])(=O)CCCC.[OH-].[NH4+:41], predict the reaction product. The product is: [NH2:41][C:26]1[C:25]2[N:24]=[C:23]([CH2:36][CH2:37][CH2:38][CH3:39])[N:22]([CH2:21][CH2:20][CH2:19][OH:18])[C:34]=2[C:33]2[CH:32]=[CH:31][CH:30]=[CH:29][C:28]=2[N:27]=1. (6) Given the reactants CC1C=CC(C2C=NN(C)C=2)=C(C=1)C(O)=O.[CH3:17][C:18]1[CH:19]=[CH:20][C:21]([C:28]2[CH:33]=[CH:32][CH:31]=[CH:30][N:29]=2)=[C:22]([CH:27]=1)[C:23]([O:25]C)=[O:24], predict the reaction product. The product is: [CH3:17][C:18]1[CH:19]=[CH:20][C:21]([C:28]2[CH:33]=[CH:32][CH:31]=[CH:30][N:29]=2)=[C:22]([CH:27]=1)[C:23]([OH:25])=[O:24]. (7) Given the reactants Br[C:2]1[CH:7]=[CH:6][C:5]([N+:8]([O-])=O)=[CH:4][CH:3]=1.Br[C:12]1[CH:17]=[CH:16][CH:15]=[C:14]([CH3:18])[CH:13]=1, predict the reaction product. The product is: [NH2:8][C:5]1[CH:6]=[CH:7][C:2]([C:12]2[CH:17]=[CH:16][CH:15]=[C:14]([CH3:18])[CH:13]=2)=[CH:3][CH:4]=1. (8) Given the reactants [Br:1][C:2]1[CH:7]=[CH:6][C:5]([C:8]2[N:9]=[C:10]([NH:13][CH:14]([C:17]([F:20])([F:19])[F:18])[CH2:15][OH:16])[S:11][CH:12]=2)=[CH:4][CH:3]=1.C(N(CC)CC)C.Cl[C:29](Cl)([O:31]C(=O)OC(Cl)(Cl)Cl)Cl.C(=O)(O)[O-].[Na+], predict the reaction product. The product is: [Br:1][C:2]1[CH:7]=[CH:6][C:5]([C:8]2[N:9]=[C:10]([N:13]3[CH:14]([C:17]([F:18])([F:20])[F:19])[CH2:15][O:16][C:29]3=[O:31])[S:11][CH:12]=2)=[CH:4][CH:3]=1. (9) The product is: [Br:1][C:2]1[C:3]([F:10])=[C:4]([CH:5]([OH:6])[CH2:12][C:11]#[N:13])[CH:7]=[CH:8][CH:9]=1. Given the reactants [Br:1][C:2]1[C:3]([F:10])=[C:4]([CH:7]=[CH:8][CH:9]=1)[CH:5]=[O:6].[C:11](#[N:13])[CH3:12], predict the reaction product. (10) Given the reactants [F:1][C:2]([F:20])([C:13]1[CH:18]=[CH:17][C:16]([F:19])=[CH:15][N:14]=1)[C:3]1[N:4]=[C:5](O)[C:6]2[S:11][CH:10]=[CH:9][C:7]=2[N:8]=1.P(Cl)(Cl)([Cl:23])=O.CCN(C(C)C)C(C)C, predict the reaction product. The product is: [Cl:23][C:5]1[C:6]2[S:11][CH:10]=[CH:9][C:7]=2[N:8]=[C:3]([C:2]([F:20])([F:1])[C:13]2[CH:18]=[CH:17][C:16]([F:19])=[CH:15][N:14]=2)[N:4]=1.